This data is from Catalyst prediction with 721,799 reactions and 888 catalyst types from USPTO. The task is: Predict which catalyst facilitates the given reaction. (1) Reactant: [OH:1][CH2:2][C@H:3]1[CH2:7][CH2:6][CH2:5][N:4]1[C:8]1[C:17]2[C:12](=[CH:13][CH:14]=[C:15]([C:18]([OH:20])=O)[CH:16]=2)[N:11]=[C:10]([C:21]([F:24])([F:23])[F:22])[CH:9]=1.F[P-](F)(F)(F)(F)F.C[N+](C)=C(N(C)C)ON1C2N=CC=CC=2N=N1.C(N(CC)C(C)C)(C)C.Cl.[NH2:59][C@@H:60]([C:62]1[C:67]([F:68])=[CH:66][C:65]([NH:69][S:70]([CH3:73])(=[O:72])=[O:71])=[C:64]([CH3:74])[CH:63]=1)[CH3:61].C([O-])(O)=O.[Na+]. Product: [F:68][C:67]1[CH:66]=[C:65]([NH:69][S:70]([CH3:73])(=[O:72])=[O:71])[C:64]([CH3:74])=[CH:63][C:62]=1[C@H:60]([NH:59][C:18]([C:15]1[CH:16]=[C:17]2[C:12](=[CH:13][CH:14]=1)[N:11]=[C:10]([C:21]([F:23])([F:24])[F:22])[CH:9]=[C:8]2[N:4]1[CH2:5][CH2:6][CH2:7][C@@H:3]1[CH2:2][OH:1])=[O:20])[CH3:61]. The catalyst class is: 468. (2) Reactant: [CH:1]([C:3]1[S:7][C:6]([B:8]([OH:10])[OH:9])=[CH:5][CH:4]=1)=[O:2].[BH4-].[Na+]. Product: [OH:2][CH2:1][C:3]1[S:7][C:6]([B:8]([OH:10])[OH:9])=[CH:5][CH:4]=1. The catalyst class is: 32. (3) Reactant: [CH3:1][O:2][C:3](=[O:14])[C:4]1[CH:9]=[CH:8][C:7]([C:10]#[N:11])=[CH:6][C:5]=1[O:12][CH3:13]. Product: [CH3:1][O:2][C:3](=[O:14])[C:4]1[CH:9]=[CH:8][C:7]([CH2:10][NH2:11])=[CH:6][C:5]=1[O:12][CH3:13]. The catalyst class is: 94. (4) Reactant: C(N(CC)CC)C.[CH:8]([C:10]1[C:18]2[C:13](=[C:14]([CH3:19])[CH:15]=[CH:16][CH:17]=2)[N:12](C(OC(C)(C)C)=O)[CH:11]=1)=[O:9].[CH3:27][O:28][C:29]1[CH:30]=[C:31]([CH:42]=[CH:43][CH:44]=1)[N:32]=[CH:33][C:34]1[CH:35]=[N:36][C:37]([O:40][CH3:41])=[CH:38][CH:39]=1. Product: [CH3:27][O:28][C:29]1[CH:30]=[C:31]([NH:32][CH:33]([C:34]2[CH:35]=[N:36][C:37]([O:40][CH3:41])=[CH:38][CH:39]=2)[C:8]([C:10]2[C:18]3[C:13](=[C:14]([CH3:19])[CH:15]=[CH:16][CH:17]=3)[NH:12][CH:11]=2)=[O:9])[CH:42]=[CH:43][CH:44]=1. The catalyst class is: 433. (5) Product: [O:4]1[C:8]2([CH2:12][CH2:11][CH:10]([CH2:15][OH:16])[CH2:9]2)[O:7][CH2:6][CH2:5]1. The catalyst class is: 2. Reactant: O=[O+][O-].[O:4]1[C:8]2([CH2:12][CH2:11][CH2:10][CH2:9]2)[O:7][CH2:6][CH2:5]1.[BH4-].[Na+].[CH3:15][OH:16]. (6) Reactant: C(OC([N:8]1[CH2:16][C:15]2[C:10](=[CH:11][CH:12]=[C:13]([C:17]([N:19]3[CH2:23][CH2:22][CH2:21][CH2:20]3)=[O:18])[CH:14]=2)[CH2:9]1)=O)(C)(C)C.[ClH:24]. Product: [ClH:24].[N:19]1([C:17]([C:13]2[CH:14]=[C:15]3[C:10](=[CH:11][CH:12]=2)[CH2:9][NH:8][CH2:16]3)=[O:18])[CH2:23][CH2:22][CH2:21][CH2:20]1. The catalyst class is: 135.